From a dataset of Full USPTO retrosynthesis dataset with 1.9M reactions from patents (1976-2016). Predict the reactants needed to synthesize the given product. (1) Given the product [C:27]([C:24]([C:20]1[CH:19]=[C:18]([CH:23]=[CH:22][CH:21]=1)[C:17]([NH:16][C:11]1[CH:12]=[CH:13][C:14]([CH3:15])=[C:9]([NH:8][C:6]2[CH:5]=[CH:4][N:3]=[C:2]([C:36]3[CH:35]=[N:34][CH:33]=[C:32]([O:31][CH3:30])[CH:37]=3)[N:7]=2)[CH:10]=1)=[O:29])([CH3:26])[CH3:25])#[N:28], predict the reactants needed to synthesize it. The reactants are: Cl[C:2]1[N:7]=[C:6]([NH:8][C:9]2[CH:10]=[C:11]([NH:16][C:17](=[O:29])[C:18]3[CH:23]=[CH:22][CH:21]=[C:20]([C:24]([C:27]#[N:28])([CH3:26])[CH3:25])[CH:19]=3)[CH:12]=[CH:13][C:14]=2[CH3:15])[CH:5]=[CH:4][N:3]=1.[CH3:30][O:31][C:32]1[CH:33]=[N:34][CH:35]=[C:36](B2OC(C)(C)C(C)(C)O2)[CH:37]=1.C(=O)([O-])[O-].[K+].[K+]. (2) Given the product [CH3:76][O:75][C:69]1[CH:68]=[C:67]([O:65][CH2:64][CH:22]2[CH2:21][CH:20]([O:19][CH2:1][CH2:2][CH2:3][CH2:4][CH2:5][CH2:6][CH2:7][CH2:8][CH2:9][CH2:10][CH2:11][CH2:12][CH2:13][CH2:14][CH2:15][CH2:16][CH2:17][CH3:18])[CH:25]([O:26][CH2:27][CH2:28][CH2:29][CH2:30][CH2:31][CH2:32][CH2:33][CH2:34][CH2:35][CH2:36][CH2:37][CH2:38][CH2:39][CH2:40][CH2:41][CH2:42][CH2:43][CH3:44])[CH:24]([O:45][CH2:46][CH2:47][CH2:48][CH2:49][CH2:50][CH2:51][CH2:52][CH2:53][CH2:54][CH2:55][CH2:56][CH2:57][CH2:58][CH2:59][CH2:60][CH2:61][CH2:62][CH3:63])[CH2:23]2)[CH:74]=[CH:73][C:70]=1[CH:71]=[O:72], predict the reactants needed to synthesize it. The reactants are: [CH2:1]([O:19][CH:20]1[CH:25]([O:26][CH2:27][CH2:28][CH2:29][CH2:30][CH2:31][CH2:32][CH2:33][CH2:34][CH2:35][CH2:36][CH2:37][CH2:38][CH2:39][CH2:40][CH2:41][CH2:42][CH2:43][CH3:44])[CH:24]([O:45][CH2:46][CH2:47][CH2:48][CH2:49][CH2:50][CH2:51][CH2:52][CH2:53][CH2:54][CH2:55][CH2:56][CH2:57][CH2:58][CH2:59][CH2:60][CH2:61][CH2:62][CH3:63])[CH2:23][CH:22]([CH2:64][OH:65])[CH2:21]1)[CH2:2][CH2:3][CH2:4][CH2:5][CH2:6][CH2:7][CH2:8][CH2:9][CH2:10][CH2:11][CH2:12][CH2:13][CH2:14][CH2:15][CH2:16][CH2:17][CH3:18].O[C:67]1[CH:74]=[CH:73][C:70]([CH:71]=[O:72])=[C:69]([O:75][CH3:76])[CH:68]=1.C1(P(C2C=CC=CC=2)C2C=CC=CC=2)C=CC=CC=1.N(C(OC(C)C)=O)=NC(OC(C)C)=O. (3) Given the product [C:1]([O:5][C:6]([N:8]1[CH2:9][CH2:10][N:11]([C:14]2[C:19]([O:20][C:21]([F:23])([F:22])[F:24])=[CH:18][C:17]([C:25]([OH:27])=[O:26])=[CH:16][C:15]=2[Cl:30])[CH2:12][CH2:13]1)=[O:7])([CH3:4])([CH3:2])[CH3:3], predict the reactants needed to synthesize it. The reactants are: [C:1]([O:5][C:6]([N:8]1[CH2:13][CH2:12][N:11]([C:14]2[C:19]([O:20][C:21]([F:24])([F:23])[F:22])=[CH:18][C:17]([C:25]([O:27]CC)=[O:26])=[CH:16][C:15]=2[Cl:30])[CH2:10][CH2:9]1)=[O:7])([CH3:4])([CH3:3])[CH3:2].C(OC(N1CCN(CC2C=CC(C(O)=O)=CC=2C(F)(F)F)CC1)=O)(C)(C)C. (4) Given the product [C:13]([C:11]1[CH:12]=[C:7]([B:17]([OH:22])[OH:18])[CH:8]=[N:9][CH:10]=1)#[C:14][CH2:15][CH3:16], predict the reactants needed to synthesize it. The reactants are: [Li]CCCC.Br[C:7]1[CH:8]=[N:9][CH:10]=[C:11]([C:13]#[C:14][CH2:15][CH3:16])[CH:12]=1.[B:17](OC(C)C)([O:22]C(C)C)[O:18]C(C)C.Cl.[OH-].[Na+]. (5) Given the product [CH3:1][N:2]1[C:6]2[CH:7]=[CH:8][C:9]([N:11]3[CH:16]=[C:15]([C:17]([O:19][CH2:20][CH3:21])=[O:18])[C:14](=[O:22])[N:13]([CH:66]4[C:67]5[C:63](=[CH:62][C:61]([O:60][CH3:59])=[CH:69][CH:68]=5)[CH2:64][CH2:65]4)[C:12]3=[O:23])=[CH:10][C:5]=2[N:4]([CH3:24])[C:3]1=[O:25], predict the reactants needed to synthesize it. The reactants are: [CH3:1][N:2]1[C:6]2[CH:7]=[CH:8][C:9]([N:11]3[CH:16]=[C:15]([C:17]([O:19][CH2:20][CH3:21])=[O:18])[C:14](=[O:22])[NH:13][C:12]3=[O:23])=[CH:10][C:5]=2[N:4]([CH3:24])[C:3]1=[O:25].C1(P(C2C=CC=CC=2)C2C=CC=CC=2)C=CC=CC=1.N(C(OC(C)C)=O)=NC(OC(C)C)=O.[CH3:59][O:60][C:61]1[CH:62]=[C:63]2[C:67](=[CH:68][CH:69]=1)[CH:66](O)[CH2:65][CH2:64]2. (6) Given the product [F:1][C:2]1[CH:8]=[C:7]([B:10]2[O:14][C:13]([CH3:16])([CH3:15])[C:12]([CH3:18])([CH3:17])[O:11]2)[CH:6]=[CH:5][C:3]=1[NH2:4], predict the reactants needed to synthesize it. The reactants are: [F:1][C:2]1[CH:8]=[C:7](I)[CH:6]=[CH:5][C:3]=1[NH2:4].[B:10]1([B:10]2[O:14][C:13]([CH3:16])([CH3:15])[C:12]([CH3:18])([CH3:17])[O:11]2)[O:14][C:13]([CH3:16])([CH3:15])[C:12]([CH3:18])([CH3:17])[O:11]1.[K].ClCCl.